Dataset: NCI-60 drug combinations with 297,098 pairs across 59 cell lines. Task: Regression. Given two drug SMILES strings and cell line genomic features, predict the synergy score measuring deviation from expected non-interaction effect. (1) Drug 1: CCCS(=O)(=O)NC1=C(C(=C(C=C1)F)C(=O)C2=CNC3=C2C=C(C=N3)C4=CC=C(C=C4)Cl)F. Drug 2: C1CC(=O)NC(=O)C1N2C(=O)C3=CC=CC=C3C2=O. Cell line: MALME-3M. Synergy scores: CSS=43.9, Synergy_ZIP=0.888, Synergy_Bliss=0.224, Synergy_Loewe=-8.21, Synergy_HSA=0.694. (2) Drug 1: COC1=CC(=CC(=C1O)OC)C2C3C(COC3=O)C(C4=CC5=C(C=C24)OCO5)OC6C(C(C7C(O6)COC(O7)C8=CC=CS8)O)O. Drug 2: CC1CCC2CC(C(=CC=CC=CC(CC(C(=O)C(C(C(=CC(C(=O)CC(OC(=O)C3CCCCN3C(=O)C(=O)C1(O2)O)C(C)CC4CCC(C(C4)OC)OCCO)C)C)O)OC)C)C)C)OC. Cell line: HCT-15. Synergy scores: CSS=58.3, Synergy_ZIP=-3.65, Synergy_Bliss=3.38, Synergy_Loewe=2.45, Synergy_HSA=5.23. (3) Drug 1: C1=CC(=CC=C1CCC2=CNC3=C2C(=O)NC(=N3)N)C(=O)NC(CCC(=O)O)C(=O)O. Drug 2: C(CN)CNCCSP(=O)(O)O. Cell line: SF-295. Synergy scores: CSS=35.3, Synergy_ZIP=1.79, Synergy_Bliss=2.09, Synergy_Loewe=-18.0, Synergy_HSA=1.72. (4) Drug 1: CN1CCC(CC1)COC2=C(C=C3C(=C2)N=CN=C3NC4=C(C=C(C=C4)Br)F)OC. Drug 2: CN(CCCl)CCCl.Cl. Cell line: MALME-3M. Synergy scores: CSS=5.86, Synergy_ZIP=-3.82, Synergy_Bliss=-3.88, Synergy_Loewe=-9.50, Synergy_HSA=-5.24. (5) Drug 1: C1=CC(=CC=C1CCC2=CNC3=C2C(=O)NC(=N3)N)C(=O)NC(CCC(=O)O)C(=O)O. Drug 2: C1CN1P(=S)(N2CC2)N3CC3. Cell line: IGROV1. Synergy scores: CSS=38.4, Synergy_ZIP=7.62, Synergy_Bliss=9.81, Synergy_Loewe=1.96, Synergy_HSA=12.5. (6) Drug 1: C1CN1C2=NC(=NC(=N2)N3CC3)N4CC4. Drug 2: COC1=C(C=C2C(=C1)N=CN=C2NC3=CC(=C(C=C3)F)Cl)OCCCN4CCOCC4. Cell line: NCI-H522. Synergy scores: CSS=35.3, Synergy_ZIP=-12.2, Synergy_Bliss=-4.29, Synergy_Loewe=-2.00, Synergy_HSA=0.193. (7) Drug 1: CCCS(=O)(=O)NC1=C(C(=C(C=C1)F)C(=O)C2=CNC3=C2C=C(C=N3)C4=CC=C(C=C4)Cl)F. Drug 2: CN(C)N=NC1=C(NC=N1)C(=O)N. Cell line: HS 578T. Synergy scores: CSS=3.45, Synergy_ZIP=1.70, Synergy_Bliss=3.68, Synergy_Loewe=-4.20, Synergy_HSA=-2.87. (8) Drug 1: CC1=C2C(C(=O)C3(C(CC4C(C3C(C(C2(C)C)(CC1OC(=O)C(C(C5=CC=CC=C5)NC(=O)OC(C)(C)C)O)O)OC(=O)C6=CC=CC=C6)(CO4)OC(=O)C)OC)C)OC. Drug 2: C1CC(=O)NC(=O)C1N2C(=O)C3=CC=CC=C3C2=O. Cell line: OVCAR-5. Synergy scores: CSS=63.7, Synergy_ZIP=14.8, Synergy_Bliss=13.7, Synergy_Loewe=-17.8, Synergy_HSA=13.3. (9) Drug 1: C#CCC(CC1=CN=C2C(=N1)C(=NC(=N2)N)N)C3=CC=C(C=C3)C(=O)NC(CCC(=O)O)C(=O)O. Drug 2: CCN(CC)CCCC(C)NC1=C2C=C(C=CC2=NC3=C1C=CC(=C3)Cl)OC. Cell line: LOX IMVI. Synergy scores: CSS=59.1, Synergy_ZIP=-5.13, Synergy_Bliss=-7.30, Synergy_Loewe=-7.78, Synergy_HSA=-3.27.